From a dataset of Cav3 T-type calcium channel HTS with 100,875 compounds. Binary Classification. Given a drug SMILES string, predict its activity (active/inactive) in a high-throughput screening assay against a specified biological target. (1) The drug is Fc1c(NC(=O)c2ccc(n3ncnc3)nc2)c(F)ccc1. The result is 0 (inactive). (2) The compound is O=C(Nc1ccccc1)C12C(C(CC1)(\C(=N\O)C2)C)(C)C. The result is 0 (inactive). (3) The compound is Clc1ccc(C(=O)NCCn2c3nc4c(nc3c(c2N)C#N)cccc4)cc1. The result is 0 (inactive). (4) The molecule is S=C(N1CCN(CC1)C(c1ccccc1)c1ccccc1)c1ccc(SC)cc1. The result is 0 (inactive). (5) The drug is Clc1cc(S(=O)(=O)NCC2OCCC2)c(OC)cc1C. The result is 0 (inactive). (6) The molecule is O1CCN(CC1)c1oc(nc1C#N)c1ccc(OCc2ccccc2)cc1. The result is 0 (inactive). (7) The drug is Clc1c(c2noc(c2C(=O)Nc2sc(nn2)c2c(Cl)cc(Cl)cc2)C)cccc1. The result is 0 (inactive). (8) The result is 0 (inactive). The molecule is O(C(=O)C1CCCC1)C1(C(=O)c2c(=C(C1=O)c1ccccc1)cc(n(c2)CCc1ncccc1)CCCC(OC)=O)C. (9) The drug is S(c1n2c(nc3c(c2nn1)cccc3)C(C)(C)C)CC(=O)NCc1occc1. The result is 0 (inactive).